This data is from Catalyst prediction with 721,799 reactions and 888 catalyst types from USPTO. The task is: Predict which catalyst facilitates the given reaction. (1) Reactant: [CH2:1]([O:3][C:4]1[CH:9]=[CH:8][C:7]([C:10](=[O:16])[CH2:11][CH2:12][C:13]([OH:15])=O)=[CH:6][CH:5]=1)[CH3:2].ClC1C=C(Cl)C=C(Cl)C=1C(Cl)=O.[C:29]1([C:35]2[S:36][C:37]([NH2:46])=[C:38]([C:40]3[CH:45]=[CH:44][CH:43]=[CH:42][CH:41]=3)[N:39]=2)[CH:34]=[CH:33][CH:32]=[CH:31][CH:30]=1.Cl. Product: [CH2:1]([O:3][C:4]1[CH:5]=[CH:6][C:7]([C:10](=[O:16])[CH2:11][CH2:12][C:13]([NH:46][C:37]2[S:36][C:35]([C:29]3[CH:34]=[CH:33][CH:32]=[CH:31][CH:30]=3)=[N:39][C:38]=2[C:40]2[CH:41]=[CH:42][CH:43]=[CH:44][CH:45]=2)=[O:15])=[CH:8][CH:9]=1)[CH3:2]. The catalyst class is: 531. (2) Reactant: [SH:1][C:2]1[C:11]([C:12]#[N:13])=[C:10]([C:14]2[CH:19]=[CH:18][CH:17]=[CH:16][CH:15]=2)[C:9]2[CH2:8][CH2:7][CH2:6][CH2:5][C:4]=2[N:3]=1.C([O-])([O-])=O.[K+].[K+].Br[CH:27]([C:32]1[CH:37]=[CH:36][CH:35]=[CH:34][CH:33]=1)[C:28]([O:30][CH3:31])=[O:29]. Product: [C:12]([C:11]1[C:2]([S:1][CH:27]([C:32]2[CH:37]=[CH:36][CH:35]=[CH:34][CH:33]=2)[C:28]([O:30][CH3:31])=[O:29])=[N:3][C:4]2[CH2:5][CH2:6][CH2:7][CH2:8][C:9]=2[C:10]=1[C:14]1[CH:15]=[CH:16][CH:17]=[CH:18][CH:19]=1)#[N:13]. The catalyst class is: 21. (3) Reactant: [NH2:1][CH2:2][CH:3]([C:5]1[CH:10]=[CH:9][CH:8]=[CH:7][CH:6]=1)[OH:4].N(C(OC(C)(C)C)=O)[C@H](C(O)=O)CC1C=CC(O)=CC=1. Product: [NH2:1][CH2:2][C@@H:3]([C:5]1[CH:10]=[CH:9][CH:8]=[CH:7][CH:6]=1)[OH:4]. The catalyst class is: 51. (4) Reactant: [I:1][C:2]1[CH:7]=[CH:6][N:5]=[C:4]([OH:8])[CH:3]=1.[H-].[Na+].CI.[C:13]([O-])(O)=O.[Na+]. Product: [I:1][C:2]1[CH:7]=[CH:6][N:5]([CH3:13])[C:4](=[O:8])[CH:3]=1. The catalyst class is: 9. (5) Reactant: O[N:2]=[C:3]([C:5]1[C:6]([OH:32])=[CH:7][C:8]2[O:31][CH2:30][C:11]3([C:19]4[C:14](=[CH:15][CH:16]=[CH:17][CH:18]=4)[N:13]([CH2:20][C:21]4[CH:26]=[CH:25][C:24]([O:27][CH3:28])=[CH:23][CH:22]=4)[C:12]3=[O:29])[C:9]=2[CH:10]=1)[NH2:4].C1(P(C2C=CC=CC=2)C2C=CC=CC=2)C=CC=CC=1.N(C(OCC)=O)=NC(OCC)=O.[OH-].[Na+]. Product: [NH2:4][C:3]1[C:5]2[CH:10]=[C:9]3[C:11]4([C:19]5[C:14](=[CH:15][CH:16]=[CH:17][CH:18]=5)[N:13]([CH2:20][C:21]5[CH:26]=[CH:25][C:24]([O:27][CH3:28])=[CH:23][CH:22]=5)[C:12]4=[O:29])[CH2:30][O:31][C:8]3=[CH:7][C:6]=2[O:32][N:2]=1. The catalyst class is: 7. (6) Reactant: [CH:1]([C@H:3]1[CH2:8][C@@H:7]2[C@@H:5]([CH2:6]2)[N:4]1[C:9]([O:11][C:12]([CH3:15])([CH3:14])[CH3:13])=[O:10])=O.[CH2:16]([NH2:23])[C:17]1[CH:22]=[CH:21][CH:20]=[CH:19][CH:18]=1.C(O[BH-](OC(=O)C)OC(=O)C)(=O)C.[Na+].O. Product: [CH2:16]([NH:23][CH2:1][C@H:3]1[CH2:8][C@@H:7]2[C@@H:5]([CH2:6]2)[N:4]1[C:9]([O:11][C:12]([CH3:15])([CH3:14])[CH3:13])=[O:10])[C:17]1[CH:22]=[CH:21][CH:20]=[CH:19][CH:18]=1. The catalyst class is: 54. (7) Reactant: [F:1][C:2]1[CH:7]=[CH:6][C:5]([C:8]2[N:12]([CH2:13][CH:14]=[CH:15][C:16]3[CH:21]=[CH:20][C:19]([C:22]4[O:26][C:25]([CH:27]=O)=[CH:24][CH:23]=4)=[CH:18][CH:17]=3)[C:11](=[O:29])[NH:10][N:9]=2)=[CH:4][CH:3]=1.[S:30]1[CH2:34][C:33](=[O:35])[NH:32][C:31]1=[O:36].N1CCCCC1. Product: [F:1][C:2]1[CH:3]=[CH:4][C:5]([C:8]2[N:12]([CH2:13][CH:14]=[CH:15][C:16]3[CH:21]=[CH:20][C:19]([C:22]4[O:26][C:25]([CH:27]=[C:34]5[S:30][C:31](=[O:36])[NH:32][C:33]5=[O:35])=[CH:24][CH:23]=4)=[CH:18][CH:17]=3)[C:11](=[O:29])[NH:10][N:9]=2)=[CH:6][CH:7]=1. The catalyst class is: 8.